From a dataset of Reaction yield outcomes from USPTO patents with 853,638 reactions. Predict the reaction yield, written as a fraction of the theoretical maximum amount of product (1.0 means a 100% yield; for example, 0.34 means a 34% yield). (1) The reactants are [CH3:1][O:2][C:3]1[N:8]=[CH:7][C:6]([NH2:9])=[CH:5][CH:4]=1.[C:10]([O:14][C:15](O[C:15]([O:14][C:10]([CH3:13])([CH3:12])[CH3:11])=[O:16])=[O:16])([CH3:13])([CH3:12])[CH3:11]. The product is [CH3:1][O:2][C:3]1[N:8]=[CH:7][C:6]([NH:9][C:15](=[O:16])[O:14][C:10]([CH3:13])([CH3:12])[CH3:11])=[CH:5][CH:4]=1. The yield is 0.800. The catalyst is O1CCOCC1.C(OCC)(=O)C. (2) The reactants are Br[C:2]1[CH:7]=[C:6]([F:8])[CH:5]=[CH:4][C:3]=1[O:9][CH3:10].[CH:11]1[C:23]2[NH:22][C:21]3[C:16](=[CH:17][CH:18]=[CH:19][CH:20]=3)[C:15]=2[CH:14]=[CH:13][CH:12]=1. The catalyst is O1CCOCC1.[Cu]I.NCC(N)C. The product is [F:8][C:6]1[CH:5]=[CH:4][C:3]([O:9][CH3:10])=[C:2]([N:22]2[C:23]3[CH:11]=[CH:12][CH:13]=[CH:14][C:15]=3[C:16]3[C:21]2=[CH:20][CH:19]=[CH:18][CH:17]=3)[CH:7]=1. The yield is 0.260. (3) The reactants are [F:1][C:2]1[CH:7]=[CH:6][C:5]([C:8]([N:10]2[CH2:15][CH2:14][N:13]([C:16]3[CH:21]=[CH:20][C:19]([O:22][CH:23]4[CH2:28][CH2:27][N:26](C(OC(C)(C)C)=O)[CH2:25][CH2:24]4)=[CH:18][CH:17]=3)[CH2:12][CH2:11]2)=[O:9])=[CH:4][CH:3]=1. The catalyst is FC(F)(F)C(O)=O. The product is [F:1][C:2]1[CH:7]=[CH:6][C:5]([C:8]([N:10]2[CH2:15][CH2:14][N:13]([C:16]3[CH:21]=[CH:20][C:19]([O:22][CH:23]4[CH2:28][CH2:27][NH:26][CH2:25][CH2:24]4)=[CH:18][CH:17]=3)[CH2:12][CH2:11]2)=[O:9])=[CH:4][CH:3]=1. The yield is 0.950. (4) The reactants are [Br:1][C:2]1[C:3]([N:16]2[CH2:21][CH2:20][CH2:19][C@@H:18]([NH:22]C(=O)OC(C)(C)C)[CH2:17]2)=[C:4]2[C:10]([NH:11][C:12](=[O:15])[CH2:13][CH3:14])=[CH:9][NH:8][C:5]2=[N:6][CH:7]=1.C(O)(C(F)(F)F)=O.C(Cl)[Cl:38]. No catalyst specified. The product is [ClH:38].[NH2:22][C@@H:18]1[CH2:19][CH2:20][CH2:21][N:16]([C:3]2[C:2]([Br:1])=[CH:7][N:6]=[C:5]3[NH:8][CH:9]=[C:10]([NH:11][C:12](=[O:15])[CH2:13][CH3:14])[C:4]=23)[CH2:17]1. The yield is 0.779. (5) The reactants are Br[C:2]1[C:14]2[C:13]3[C:8](=[CH:9][C:10]([C:15]([OH:18])([CH3:17])[CH3:16])=[CH:11][CH:12]=3)[NH:7][C:6]=2[C:5]([C:19]([NH2:21])=[O:20])=[CH:4][C:3]=1[Cl:22].[CH3:23][O:24][C:25]1[CH:26]=[CH:27][CH:28]=[C:29]2[C:34]=1[N:33]([CH3:35])[C:32](=[O:36])[N:31]([C:37]1[CH:42]=[CH:41][CH:40]=[C:39](B3OC(C)(C)C(C)(C)O3)[C:38]=1[CH3:52])[C:30]2=[O:53].C([O-])([O-])=O.[Cs+].[Cs+]. The catalyst is C1COCC1.O.C(Cl)Cl.CO. The product is [Cl:22][C:3]1[CH:4]=[C:5]([C:19]([NH2:21])=[O:20])[C:6]2[NH:7][C:8]3[C:13]([C:14]=2[C:2]=1[C:39]1[CH:40]=[CH:41][CH:42]=[C:37]([N:31]2[C:30](=[O:53])[C:29]4[C:34](=[C:25]([O:24][CH3:23])[CH:26]=[CH:27][CH:28]=4)[N:33]([CH3:35])[C:32]2=[O:36])[C:38]=1[CH3:52])=[CH:12][CH:11]=[C:10]([C:15]([OH:18])([CH3:17])[CH3:16])[CH:9]=3. The yield is 0.410.